From a dataset of Full USPTO retrosynthesis dataset with 1.9M reactions from patents (1976-2016). Predict the reactants needed to synthesize the given product. Given the product [OH:2][C:3]1[CH:8]=[CH:7][C:6]([C:9]2[CH:14]=[CH:13][C:12]([C:15](=[O:17])[CH3:16])=[CH:11][CH:10]=2)=[C:5]([CH3:18])[CH:4]=1, predict the reactants needed to synthesize it. The reactants are: C[O:2][C:3]1[CH:8]=[CH:7][C:6]([C:9]2[CH:14]=[CH:13][C:12]([C:15](=[O:17])[CH3:16])=[CH:11][CH:10]=2)=[C:5]([CH3:18])[CH:4]=1.B(Br)(Br)Br.CO.CC#N.